From a dataset of Full USPTO retrosynthesis dataset with 1.9M reactions from patents (1976-2016). Predict the reactants needed to synthesize the given product. Given the product [F:23][C:24]([F:35])([F:34])[C:25]([N:20]1[CH2:19][CH2:18][CH:17]([C:14]2[CH:15]=[CH:16][C:11]([N+:8]([O-:10])=[O:9])=[CH:12][CH:13]=2)[CH2:22][CH2:21]1)=[O:26], predict the reactants needed to synthesize it. The reactants are: C(N(CC)CC)C.[N+:8]([C:11]1[CH:16]=[CH:15][C:14]([CH:17]2[CH2:22][CH2:21][NH:20][CH2:19][CH2:18]2)=[CH:13][CH:12]=1)([O-:10])=[O:9].[F:23][C:24]([F:35])([F:34])[C:25](O[C:25](=[O:26])[C:24]([F:35])([F:34])[F:23])=[O:26].